From a dataset of Full USPTO retrosynthesis dataset with 1.9M reactions from patents (1976-2016). Predict the reactants needed to synthesize the given product. (1) Given the product [CH3:17][O:18][C:19]1[CH:20]=[C:21]2[C:26](=[CH:27][CH:28]=1)[N:25]=[CH:24][N:23]=[C:22]2[O:29][CH2:30][CH:31]1[CH2:36][CH2:35][C:34](=[O:37])[CH2:33][CH2:32]1, predict the reactants needed to synthesize it. The reactants are: C(N(CC)CC)C.N1C(=O)CC[C@H]1C(O)=O.[CH3:17][O:18][C:19]1[CH:20]=[C:21]2[C:26](=[CH:27][CH:28]=1)[N:25]=[CH:24][N:23]=[C:22]2[O:29][CH2:30][CH:31]1[CH2:36][CH2:35][CH:34]([OH:37])[CH2:33][CH2:32]1.O. (2) Given the product [C:19]([O:23][C:24]([NH:26][C@@H:27]1[CH2:32][CH2:31][CH2:30][CH2:29][C@@H:28]1[NH:33][C:2]1[C:11]2[C:6](=[CH:7][CH:8]=[C:9]([O:12][CH3:13])[CH:10]=2)[N:5]=[C:4]([C:14]([O:16][CH2:17][CH3:18])=[O:15])[N:3]=1)=[O:25])([CH3:22])([CH3:20])[CH3:21], predict the reactants needed to synthesize it. The reactants are: Cl[C:2]1[C:11]2[C:6](=[CH:7][CH:8]=[C:9]([O:12][CH3:13])[CH:10]=2)[N:5]=[C:4]([C:14]([O:16][CH2:17][CH3:18])=[O:15])[N:3]=1.[C:19]([O:23][C:24]([NH:26][C@H:27]1[CH2:32][CH2:31][CH2:30][CH2:29][C@H:28]1[NH2:33])=[O:25])([CH3:22])([CH3:21])[CH3:20].C(N(CC)CC)C. (3) The reactants are: [C:1]([C:4]1[CH:29]=[CH:28][C:7]([CH2:8][C:9]2[C:10]([C:23]([O:25][CH2:26][CH3:27])=[O:24])=[CH:11][N:12]([CH2:14][C:15]3[CH:20]=[CH:19][CH:18]=[C:17]([C:21]#[N:22])[CH:16]=3)[CH:13]=2)=[CH:6][CH:5]=1)([OH:3])=[O:2].C1(P([N:44]=[N+]=[N-])(C2C=CC=CC=2)=[O:37])C=CC=CC=1.[CH2:47]([OH:54])[C:48]1[CH:53]=[CH:52][CH:51]=[CH:50][CH:49]=1.C([N:57]([CH2:60]C)CC)C. Given the product [C:1](=[O:2])([OH:3])[NH2:44].[CH2:47]([O:54][C:60]([NH:57][C:4]1[CH:29]=[CH:28][C:7]([CH2:8][C:9]2[C:10]([C:23]([O:25][CH2:26][CH3:27])=[O:24])=[CH:11][N:12]([CH2:14][C:15]3[CH:20]=[CH:19][CH:18]=[C:17]([C:21]#[N:22])[CH:16]=3)[CH:13]=2)=[CH:6][CH:5]=1)=[O:37])[C:48]1[CH:53]=[CH:52][CH:51]=[CH:50][CH:49]=1, predict the reactants needed to synthesize it. (4) Given the product [O:10]=[C:11]([S:24][CH2:25][CH2:26][C:27]1[CH:28]=[CH:29][CH:30]=[CH:31][CH:32]=1)[CH2:12][C@H:13]([NH:17][C:18](=[O:23])[CH2:19][CH2:20][CH:21]=[CH2:22])[C:14]([O:16][CH2:2][C:1]#[N:3])=[O:15], predict the reactants needed to synthesize it. The reactants are: [CH2:1]([N:3](C(C)C)C(C)C)[CH3:2].[O:10]=[C:11]([S:24][CH2:25][CH2:26][C:27]1[CH:32]=[CH:31][CH:30]=[CH:29][CH:28]=1)[CH2:12][C@H:13]([NH:17][C:18](=[O:23])[CH2:19][CH2:20][CH:21]=[CH2:22])[C:14]([OH:16])=[O:15].[Cl-].[NH4+]. (5) Given the product [CH:1]1([C:7]2[N:11]3[C:12]4[C:18]([CH3:28])=[CH:17][N:16]([CH2:20][O:21][CH2:22][CH2:23][Si:24]([CH3:27])([CH3:26])[CH3:25])[C:13]=4[N:14]=[CH:15][C:10]3=[N:9][CH:8]=2)[CH2:6][CH2:5][CH2:4][CH2:3][CH2:2]1, predict the reactants needed to synthesize it. The reactants are: [CH:1]1([C:7]2[N:11]3[C:12]4[C:18](I)=[CH:17][N:16]([CH2:20][O:21][CH2:22][CH2:23][Si:24]([CH3:27])([CH3:26])[CH3:25])[C:13]=4[N:14]=[CH:15][C:10]3=[N:9][CH:8]=2)[CH2:6][CH2:5][CH2:4][CH2:3][CH2:2]1.[C:28](=O)([O-])[O-].[Cs+].[Cs+].C1(P(C2CCCCC2)C2CCCCC2)CCCCC1.COB(OC)OC. (6) Given the product [Cl:1][CH:2]([CH2:6][CH3:7])[C:3]([NH:8][C:9]1[CH:13]=[CH:12][S:11][C:10]=1[C:14]([NH:16][C:17]1[CH:22]=[CH:21][CH:20]=[C:19]([O:23][CH3:24])[CH:18]=1)=[O:15])=[O:4], predict the reactants needed to synthesize it. The reactants are: [Cl:1][CH:2]([CH2:6][CH3:7])[C:3](Cl)=[O:4].[NH2:8][C:9]1[CH:13]=[CH:12][S:11][C:10]=1[C:14]([NH:16][C:17]1[CH:22]=[CH:21][CH:20]=[C:19]([O:23][CH3:24])[CH:18]=1)=[O:15]. (7) Given the product [Cl:1][C:2]1[N:3]=[CH:4][C:5]2[N:14]([CH3:22])[C:13](=[O:15])[CH:12]3[CH:8]([CH2:9][CH2:10][CH2:11]3)[N:7]([CH:16]3[CH2:20][CH2:19][CH2:18][CH2:17]3)[C:6]=2[N:21]=1, predict the reactants needed to synthesize it. The reactants are: [Cl:1][C:2]1[N:3]=[CH:4][C:5]2[NH:14][C:13](=[O:15])[CH:12]3[CH:8]([CH2:9][CH2:10][CH2:11]3)[N:7]([CH:16]3[CH2:20][CH2:19][CH2:18][CH2:17]3)[C:6]=2[N:21]=1.[CH3:22]N(C)C=O.C(=O)([O-])[O-].[Cs+].[Cs+].IC.